From a dataset of Full USPTO retrosynthesis dataset with 1.9M reactions from patents (1976-2016). Predict the reactants needed to synthesize the given product. (1) Given the product [S:10]1[CH:14]=[CH:13][CH:12]=[C:11]1[C:2]1[CH:7]=[C:6]([CH:5]=[CH:4][N:3]=1)[C:8]#[N:9], predict the reactants needed to synthesize it. The reactants are: Cl[C:2]1[CH:7]=[C:6]([C:8]#[N:9])[CH:5]=[CH:4][N:3]=1.[S:10]1[CH:14]=[CH:13][CH:12]=[C:11]1OB(O)O.C(=O)([O-])[O-].[K+].[K+].C(OCC)(=O)C. (2) Given the product [CH3:1][Si:2]([CH3:20])([CH3:19])[CH2:3][CH2:4][O:5][CH2:6][O:7][CH2:8][C:9]1[N:10]=[C:11]([C:14]([NH:22][NH2:23])=[O:15])[S:12][CH:13]=1, predict the reactants needed to synthesize it. The reactants are: [CH3:1][Si:2]([CH3:20])([CH3:19])[CH2:3][CH2:4][O:5][CH2:6][O:7][CH2:8][C:9]1[N:10]=[C:11]([C:14](OCC)=[O:15])[S:12][CH:13]=1.O.[NH2:22][NH2:23]. (3) Given the product [CH:13]1([NH:16][C:2]2[N:7]3[N:8]=[CH:9][CH:10]=[C:6]3[N:5]=[C:4]([S:11][CH3:12])[N:3]=2)[CH2:15][CH2:14]1, predict the reactants needed to synthesize it. The reactants are: Cl[C:2]1[N:7]2[N:8]=[CH:9][CH:10]=[C:6]2[N:5]=[C:4]([S:11][CH3:12])[N:3]=1.[CH:13]1([NH2:16])[CH2:15][CH2:14]1.O. (4) Given the product [Cl:22][C:19]1[CH:18]=[CH:17][C:16]([C:11]2([C:9]([N:8]([CH3:23])[CH2:7][CH2:6][C:2]3[S:1][CH:5]=[CH:4][CH:3]=3)=[O:10])[CH2:12][CH2:13][CH2:14][CH2:15]2)=[CH:21][CH:20]=1, predict the reactants needed to synthesize it. The reactants are: [S:1]1[CH:5]=[CH:4][CH:3]=[C:2]1[CH2:6][CH2:7][NH:8][C:9]([C:11]1([C:16]2[CH:21]=[CH:20][C:19]([Cl:22])=[CH:18][CH:17]=2)[CH2:15][CH2:14][CH2:13][CH2:12]1)=[O:10].[CH3:23]C(C)([O-])C.[K+].IC. (5) Given the product [C:18]([C:22]1[CH:27]=[CH:26][C:25]([C:28]2[O:32][C:31](/[CH:33]=[C:6]3\[C:2](=[O:1])[N:3]([NH:8][C:9]4[CH:17]=[CH:16][CH:15]=[CH:14][C:10]=4[C:11]([OH:13])=[O:12])[C:4](=[S:7])[S:5]\3)=[CH:30][CH:29]=2)=[CH:24][CH:23]=1)([CH3:21])([CH3:20])[CH3:19], predict the reactants needed to synthesize it. The reactants are: [O:1]=[C:2]1[CH2:6][S:5][C:4](=[S:7])[N:3]1[NH:8][C:9]1[CH:17]=[CH:16][CH:15]=[CH:14][C:10]=1[C:11]([OH:13])=[O:12].[C:18]([C:22]1[CH:27]=[CH:26][C:25]([C:28]2[O:32][C:31]([CH:33]=O)=[CH:30][CH:29]=2)=[CH:24][CH:23]=1)([CH3:21])([CH3:20])[CH3:19].C(O)(=O)C.C(O)(=O)C.C(N)CN.S([O-])(O)=O.[Na+]. (6) Given the product [C:26]([Si:13]([O:7][C@H:4]([CH2:5][CH3:6])[C:2]([CH3:1])=[CH2:3])([C:20]1[CH:25]=[CH:24][CH:23]=[CH:22][CH:21]=1)[C:14]1[CH:15]=[CH:16][CH:17]=[CH:18][CH:19]=1)([CH3:29])([CH3:27])[CH3:28], predict the reactants needed to synthesize it. The reactants are: [CH3:1][C:2]([C@H:4]([OH:7])[CH2:5][CH3:6])=[CH2:3].N1C=CN=C1.[Si:13](Cl)([C:26]([CH3:29])([CH3:28])[CH3:27])([C:20]1[CH:25]=[CH:24][CH:23]=[CH:22][CH:21]=1)[C:14]1[CH:19]=[CH:18][CH:17]=[CH:16][CH:15]=1.CC(=O)OCC. (7) Given the product [Cl:1][C:2]1[CH:3]=[CH:4][C:5]([S:8]([N:11]([CH2:21][C:22]2[CH:29]=[CH:28][C:25]([C:26]#[N:27])=[CH:24][CH:23]=2)[CH:12]2[CH2:18][CH2:17][CH2:16][CH2:15][NH:14][C:13]2=[O:19])(=[O:10])=[O:9])=[CH:6][CH:7]=1, predict the reactants needed to synthesize it. The reactants are: [Cl:1][C:2]1[CH:7]=[CH:6][C:5]([S:8]([NH:11][CH:12]2[CH2:18][CH2:17][CH2:16][CH2:15][NH:14][C:13]2=[O:19])(=[O:10])=[O:9])=[CH:4][CH:3]=1.Br[CH2:21][C:22]1[CH:29]=[CH:28][C:25]([C:26]#[N:27])=[CH:24][CH:23]=1.C(=O)([O-])[O-].[K+].[K+].[I-].[K+]. (8) The reactants are: [CH3:1][C:2]([CH:8]1[CH2:12][CH2:11][CH2:10][O:9]1)([CH3:7])[C:3]([O:5]C)=[O:4].O.[Li+].[OH-]. Given the product [CH3:7][C:2]([CH:8]1[CH2:12][CH2:11][CH2:10][O:9]1)([CH3:1])[C:3]([OH:5])=[O:4], predict the reactants needed to synthesize it. (9) The reactants are: [C:1]([C:3]1[CH:11]=[CH:10][C:6]([C:7]([OH:9])=O)=[CH:5][C:4]=1[CH3:12])#[N:2].S(Cl)(Cl)=O.[CH:17]1[CH:18]=[CH:19][N:20]2[CH2:26][C:25]3[CH:27]=[CH:28][CH:29]=[CH:30][C:24]=3[NH:23][CH2:22][C:21]=12. Given the product [CH:17]1[CH:18]=[CH:19][N:20]2[CH2:26][C:25]3[CH:27]=[CH:28][CH:29]=[CH:30][C:24]=3[N:23]([C:7]([C:6]3[CH:10]=[CH:11][C:3]([C:1]#[N:2])=[C:4]([CH3:12])[CH:5]=3)=[O:9])[CH2:22][C:21]=12, predict the reactants needed to synthesize it. (10) Given the product [CH3:19][C:20]1[CH:28]=[C:27]([CH3:29])[CH:26]=[C:25]([CH3:30])[C:21]=1[C:22]([O:18][CH:16]([CH3:17])[CH2:15][N:7]([C:8]([O:9][C:10]([CH3:11])([CH3:12])[CH3:13])=[O:14])[CH:1]1[CH2:2][CH2:3][CH2:4][CH2:5][CH2:6]1)=[O:23], predict the reactants needed to synthesize it. The reactants are: [CH:1]1([N:7]([CH2:15][CH:16]([OH:18])[CH3:17])[C:8](=[O:14])[O:9][C:10]([CH3:13])([CH3:12])[CH3:11])[CH2:6][CH2:5][CH2:4][CH2:3][CH2:2]1.[CH3:19][C:20]1[CH:28]=[C:27]([CH3:29])[CH:26]=[C:25]([CH3:30])[C:21]=1[C:22](Cl)=[O:23].